This data is from Forward reaction prediction with 1.9M reactions from USPTO patents (1976-2016). The task is: Predict the product of the given reaction. (1) Given the reactants [OH:1][CH:2]1[CH2:7][CH2:6][CH2:5][CH:4]([O:8][CH2:9][C:10]2[CH:19]=[CH:18][CH:17]=[C:16]([CH3:20])[C:11]=2[C:12]([O:14]C)=[O:13])[CH2:3]1.[F:21][C:22]1[CH:23]=[C:24]([C:28]2[O:29][C:30]([CH3:35])=[C:31]([CH2:33]I)[N:32]=2)[CH:25]=[CH:26][CH:27]=1, predict the reaction product. The product is: [F:21][C:22]1[CH:23]=[C:24]([C:28]2[O:29][C:30]([CH3:35])=[C:31]([CH2:33][O:1][CH:2]3[CH2:7][CH2:6][CH2:5][CH:4]([O:8][CH2:9][C:10]4[CH:19]=[CH:18][CH:17]=[C:16]([CH3:20])[C:11]=4[C:12]([OH:14])=[O:13])[CH2:3]3)[N:32]=2)[CH:25]=[CH:26][CH:27]=1. (2) Given the reactants [NH2:1][C:2]1[C:7](Br)=[N:6][C:5]([Br:9])=[CH:4][N:3]=1.[C:10]([CH:12]1[CH2:17][CH2:16][CH2:15][CH2:14][CH2:13]1)#[CH:11], predict the reaction product. The product is: [Br:9][C:5]1[N:6]=[C:7]([C:11]#[C:10][CH:12]2[CH2:17][CH2:16][CH2:15][CH2:14][CH2:13]2)[C:2]([NH2:1])=[N:3][CH:4]=1.